Task: Predict which catalyst facilitates the given reaction.. Dataset: Catalyst prediction with 721,799 reactions and 888 catalyst types from USPTO (1) Reactant: [Br:1][C:2]1[CH:7]=[CH:6][C:5]([S:8]([N-:11][C:12]([CH3:15])([CH3:14])[CH3:13])(=[O:10])=[O:9])=[CH:4][CH:3]=1.[C:16](=O)([O-])[O-].[K+].[K+].IC.O. Product: [Br:1][C:2]1[CH:3]=[CH:4][C:5]([S:8]([N:11]([C:12]([CH3:15])([CH3:14])[CH3:13])[CH3:16])(=[O:10])=[O:9])=[CH:6][CH:7]=1. The catalyst class is: 3. (2) Reactant: [Br:1][CH2:2][C:3]([NH:5][C@H:6]([CH2:14][OH:15])[CH2:7][C:8]1[CH:13]=[CH:12][CH:11]=[CH:10][CH:9]=1)=[O:4].O.[C:17]1(C)[CH:22]=CC(S(O)(=O)=O)=C[CH:18]=1.COC(C)=C. Product: [Br:1][CH2:2][C:3]([N:5]1[C@@H:6]([CH2:7][C:8]2[CH:13]=[CH:12][CH:11]=[CH:10][CH:9]=2)[CH2:14][O:15][C:17]1([CH3:22])[CH3:18])=[O:4]. The catalyst class is: 2. (3) Product: [CH:9]1([NH:8][C:6]2[N:5]3[N:12]=[CH:13][C:14]([CH:15]=[C:16]4[NH:20][C:19](=[O:21])[NH:18][C:17]4=[O:22])=[C:4]3[N:3]=[C:2]([N:32]3[CH2:33][CH2:34][N:29]([C:24]4[CH:25]=[CH:26][CH:27]=[CH:28][N:23]=4)[CH2:30][CH2:31]3)[CH:7]=2)[CH2:11][CH2:10]1. The catalyst class is: 12. Reactant: Cl[C:2]1[CH:7]=[C:6]([NH:8][CH:9]2[CH2:11][CH2:10]2)[N:5]2[N:12]=[CH:13][C:14]([CH:15]=[C:16]3[NH:20][C:19](=[O:21])[NH:18][C:17]3=[O:22])=[C:4]2[N:3]=1.[N:23]1[CH:28]=[CH:27][CH:26]=[CH:25][C:24]=1[N:29]1[CH2:34][CH2:33][NH:32][CH2:31][CH2:30]1.CCN(CC)CC.